From a dataset of Catalyst prediction with 721,799 reactions and 888 catalyst types from USPTO. Predict which catalyst facilitates the given reaction. Reactant: Br[C:2]1[N:6]=[CH:5][N:4]([C:7]2[CH:12]=[CH:11][C:10]([C:13]([F:16])([F:15])[F:14])=[CH:9][CH:8]=2)[N:3]=1.CC1(C)C(C)(C)OB([C:25]2[CH:31]=[CH:30][C:28]([NH2:29])=[CH:27][CH:26]=2)O1.C(=O)([O-])[O-].[K+].[K+]. Product: [F:14][C:13]([F:16])([F:15])[C:10]1[CH:11]=[CH:12][C:7]([N:4]2[CH:5]=[N:6][C:2]([C:25]3[CH:31]=[CH:30][C:28]([NH2:29])=[CH:27][CH:26]=3)=[N:3]2)=[CH:8][CH:9]=1. The catalyst class is: 659.